This data is from Full USPTO retrosynthesis dataset with 1.9M reactions from patents (1976-2016). The task is: Predict the reactants needed to synthesize the given product. (1) The reactants are: [ClH:1].[OH:2][C@H:3]1[CH2:7][NH:6][C@H:5]([C:8]([NH:10][CH2:11][C:12]2[CH:17]=[CH:16][C:15]([C:18]3[S:22][CH:21]=[N:20][C:19]=3[CH3:23])=[CH:14][CH:13]=2)=[O:9])[CH2:4]1.C(O[C:29]([N:31](C)[C@@H:32]([CH:36]([CH3:38])[CH3:37])[C:33](O)=[O:34])=O)(C)(C)C.CCN(C(C)C)C(C)C.CN(C(ON1N=NC2C=CC=NC1=2)=[N+](C)C)C.F[P-](F)(F)(F)(F)F.Cl.O1CCOCC1. Given the product [ClH:1].[OH:2][C@H:3]1[CH2:7][N:6]([C:33](=[O:34])[C@@H:32]([NH:31][CH3:29])[CH:36]([CH3:38])[CH3:37])[C@H:5]([C:8]([NH:10][CH2:11][C:12]2[CH:13]=[CH:14][C:15]([C:18]3[S:22][CH:21]=[N:20][C:19]=3[CH3:23])=[CH:16][CH:17]=2)=[O:9])[CH2:4]1, predict the reactants needed to synthesize it. (2) Given the product [S:31]1[C:27]2[CH:26]=[CH:25][CH:24]=[C:23]([O:22][C:19]3[CH:20]=[CH:21][C:16]([NH:15][C:13]4[C:14]5[N:6]([CH2:5][CH2:4][NH:3][C:35](=[O:36])[C:34]([CH3:45])([CH3:44])[CH3:33])[CH:7]=[CH:8][C:9]=5[N:10]=[CH:11][N:12]=4)=[CH:17][C:18]=3[CH3:32])[C:28]=2[CH:29]=[N:30]1, predict the reactants needed to synthesize it. The reactants are: Cl.Cl.[NH2:3][CH2:4][CH2:5][N:6]1[C:14]2[C:13]([NH:15][C:16]3[CH:21]=[CH:20][C:19]([O:22][C:23]4[C:28]5[CH:29]=[N:30][S:31][C:27]=5[CH:26]=[CH:25][CH:24]=4)=[C:18]([CH3:32])[CH:17]=3)=[N:12][CH:11]=[N:10][C:9]=2[CH:8]=[CH:7]1.[CH3:33][C:34]([CH3:45])([CH3:44])[C:35](O[C:35](=[O:36])[C:34]([CH3:45])([CH3:44])[CH3:33])=[O:36].C(N(CC)CC)C.CN(C)C=O. (3) Given the product [F:1][C:2]1[CH:7]=[CH:6][C:5](/[CH:8]=[C:9]2/[C:10](=[O:16])[N:11]=[C:12]([N:27]3[CH2:25][CH2:26][CH2:19][C:20](=[O:24])[NH:21]3)[S:13]/2)=[C:4]([OH:17])[CH:3]=1, predict the reactants needed to synthesize it. The reactants are: [F:1][C:2]1[CH:7]=[CH:6][C:5](/[CH:8]=[C:9]2/[C:10](=[O:16])[N:11]=[C:12](SC)[S:13]/2)=[C:4]([OH:17])[CH:3]=1.N1CC[NH:21][C:20](=[O:24])[CH2:19]1.[CH2:25]([N:27](CC)CC)[CH3:26]. (4) Given the product [NH:30]1[CH:29]=[CH:28][N:27]=[C:26]1[C:25]1[C:20]([C:14]2[CH:15]=[CH:16][C:17]([C:1]#[N:2])=[CH:18][CH:13]=2)=[N:21][C:22]([NH:31][CH2:32][CH2:33][NH:34][C:35]2[CH:40]=[CH:39][C:38]([N+:41]([O-:43])=[O:42])=[CH:37][N:36]=2)=[N:23][CH:24]=1, predict the reactants needed to synthesize it. The reactants are: [C:1](C1C=CC(C(Cl)=O)=CC=1)#[N:2].Cl[C:13]1[CH:18]=[C:17](Cl)[CH:16]=[CH:15][C:14]=1[C:20]1[C:25]([C:26]2[NH:27][CH:28]=[CH:29][N:30]=2)=[CH:24][N:23]=[C:22]([NH:31][CH2:32][CH2:33][NH:34][C:35]2[CH:40]=[CH:39][C:38]([N+:41]([O-:43])=[O:42])=[CH:37][N:36]=2)[N:21]=1. (5) Given the product [CH2:17]([O:16][C:15](=[O:19])[CH2:4][C:3]([C:6]1[O:7][CH:8]=[CH:9][CH:10]=1)=[O:5])[CH3:18], predict the reactants needed to synthesize it. The reactants are: [H-].[Na+].[C:3]([C:6]1[O:7][CH:8]=[CH:9][CH:10]=1)(=[O:5])[CH3:4].C(O)(=O)C.[C:15](=O)([O:19]CC)[O:16][CH2:17][CH3:18]. (6) The reactants are: CCN(C(C)C)C(C)C.[C:10]([C:12]1[CH:20]=[CH:19][C:15]([C:16]([OH:18])=O)=[CH:14][CH:13]=1)#[N:11].CN(C(ON1N=NC2C=CC=CC1=2)=[N+](C)C)C.[B-](F)(F)(F)F.[CH:43]1([C@H:47]([NH:54][CH3:55])[CH2:48][N:49]2[CH2:52][CH:51]([OH:53])[CH2:50]2)[CH2:46][CH2:45][CH2:44]1. Given the product [C:10]([C:12]1[CH:13]=[CH:14][C:15]([C:16]([N:54]([C@@H:47]([CH:43]2[CH2:46][CH2:45][CH2:44]2)[CH2:48][N:49]2[CH2:50][CH:51]([OH:53])[CH2:52]2)[CH3:55])=[O:18])=[CH:19][CH:20]=1)#[N:11], predict the reactants needed to synthesize it. (7) Given the product [Cl:1][C:2]1[CH:3]=[C:4]([CH:17]=[CH:18][C:19]=1[Cl:20])[CH2:5][NH:6][C:7]([NH:9][C:10]1[S:11][CH:12]=[C:13]([CH:15]=[O:16])[N:14]=1)=[O:8], predict the reactants needed to synthesize it. The reactants are: [Cl:1][C:2]1[CH:3]=[C:4]([CH:17]=[CH:18][C:19]=1[Cl:20])[CH2:5][NH:6][C:7]([NH:9][C:10]1[S:11][CH:12]=[C:13]([CH2:15][OH:16])[N:14]=1)=[O:8].CCN(C(C)C)C(C)C.N1C=CC=CC=1.O. (8) Given the product [NH3:11].[CH:37]([N:33]([CH:34]([CH3:36])[CH3:35])[CH2:32][CH2:31][C@@H:30]([C:25]1[CH:24]=[C:23]([CH2:22][CH2:21][O:20][C:17]2[CH:18]=[CH:19][C:14]([CH2:13][CH2:12][NH:11][CH2:10][C@H:9]([OH:8])[C:46]3[CH:51]=[CH:50][C:49]([OH:52])=[C:48]([CH2:53][OH:54])[CH:47]=3)=[CH:15][CH:16]=2)[CH:28]=[CH:27][C:26]=1[OH:29])[C:40]1[CH:41]=[CH:42][CH:43]=[CH:44][CH:45]=1)([CH3:38])[CH3:39], predict the reactants needed to synthesize it. The reactants are: [Si]([O:8][C@H:9]([C:46]1[CH:51]=[CH:50][C:49]([OH:52])=[C:48]([CH2:53][OH:54])[CH:47]=1)[CH2:10][NH:11][CH2:12][CH2:13][C:14]1[CH:19]=[CH:18][C:17]([O:20][CH2:21][CH2:22][C:23]2[CH:28]=[CH:27][C:26]([OH:29])=[C:25]([C@@H:30]([C:40]3[CH:45]=[CH:44][CH:43]=[CH:42][CH:41]=3)[CH2:31][CH2:32][N:33]([CH:37]([CH3:39])[CH3:38])[CH:34]([CH3:36])[CH3:35])[CH:24]=2)=[CH:16][CH:15]=1)(C(C)(C)C)(C)C.O.[F-].[NH4+].C(=O)([O-])O.[Na+]. (9) Given the product [CH2:15]([N:22]1[CH2:27][CH2:26][O:25][CH:24]([C:28]([C:30]2[CH:35]=[CH:34][CH:33]=[CH:32][CH:31]=2)([OH:29])[CH2:8][C:7]2[CH:10]=[C:3]([F:2])[CH:4]=[CH:5][C:6]=2[O:11][CH3:12])[CH2:23]1)[C:16]1[CH:17]=[CH:18][CH:19]=[CH:20][CH:21]=1, predict the reactants needed to synthesize it. The reactants are: [Mg].[F:2][C:3]1[CH:4]=[CH:5][C:6]([O:11][CH3:12])=[C:7]([CH:10]=1)[CH2:8]Cl.II.[CH2:15]([N:22]1[CH2:27][CH2:26][O:25][CH:24]([C:28]([C:30]2[CH:35]=[CH:34][CH:33]=[CH:32][CH:31]=2)=[O:29])[CH2:23]1)[C:16]1[CH:21]=[CH:20][CH:19]=[CH:18][CH:17]=1.